This data is from Catalyst prediction with 721,799 reactions and 888 catalyst types from USPTO. The task is: Predict which catalyst facilitates the given reaction. (1) Reactant: [H-].[Na+].[CH:3]1([SH:9])[CH2:8][CH2:7][CH2:6][CH2:5][CH2:4]1.Cl[C:11]1[N:18]=[C:17]([C:19]([F:22])([F:21])[F:20])[CH:16]=[CH:15][C:12]=1[C:13]#[N:14]. Product: [CH:3]1([S:9][C:11]2[N:18]=[C:17]([C:19]([F:22])([F:20])[F:21])[CH:16]=[CH:15][C:12]=2[C:13]#[N:14])[CH2:8][CH2:7][CH2:6][CH2:5][CH2:4]1. The catalyst class is: 3. (2) Reactant: [Cl:1][C:2]1[CH:8]=[C:7]([O:9][C:10]2[C:19]3[C:14](=[CH:15][C:16]([O:22][CH3:23])=[C:17]([O:20][CH3:21])[CH:18]=3)[N:13]=[CH:12][N:11]=2)[CH:6]=[CH:5][C:3]=1[NH2:4].ClC(Cl)(O[C:28](=[O:34])OC(Cl)(Cl)Cl)Cl.CN[C:38]1[CH:43]=[CH:42][CH:41]=[CH:40][N:39]=1.C(=O)([O-])O.[Na+].[CH2:49]([N:51](CC)CC)C. Product: [Cl:1][C:2]1[CH:8]=[C:7]([O:9][C:10]2[C:19]3[C:14](=[CH:15][C:16]([O:22][CH3:23])=[C:17]([O:20][CH3:21])[CH:18]=3)[N:13]=[CH:12][N:11]=2)[CH:6]=[CH:5][C:3]=1[NH:4][C:28]([NH:51][CH2:49][C:38]1[CH:43]=[CH:42][CH:41]=[CH:40][N:39]=1)=[O:34]. The catalyst class is: 22.